This data is from Catalyst prediction with 721,799 reactions and 888 catalyst types from USPTO. The task is: Predict which catalyst facilitates the given reaction. (1) Reactant: Cl.[CH3:2][O:3][C:4]1[C:9]2[N:10]=[C:11]([C:13]3[NH:22][C:16]4[CH2:17][CH2:18][NH:19][CH2:20][CH2:21][C:15]=4[N:14]=3)[S:12][C:8]=2[C:7]([N:23]2[CH2:28][CH2:27][O:26][CH2:25][CH2:24]2)=[CH:6][CH:5]=1.C(N(C(C)C)C(C)C)C.Cl.[Cl:39][CH2:40][C:41]1[CH:42]=[C:43]([CH:47]=[CH:48][N:49]=1)[C:44](Cl)=[O:45]. Product: [Cl:39][CH2:40][C:41]1[CH:42]=[C:43]([C:44]([N:19]2[CH2:20][CH2:21][C:15]3[N:14]=[C:13]([C:11]4[S:12][C:8]5[C:7]([N:23]6[CH2:24][CH2:25][O:26][CH2:27][CH2:28]6)=[CH:6][CH:5]=[C:4]([O:3][CH3:2])[C:9]=5[N:10]=4)[NH:22][C:16]=3[CH2:17][CH2:18]2)=[O:45])[CH:47]=[CH:48][N:49]=1. The catalyst class is: 7. (2) Reactant: I[C:2]1[CH:7]=[CH:6][C:5]([I:8])=[CH:4][CH:3]=1.O1CCCC1.C([Mg]Cl)(C)C.[CH2:19]([O:21][Si:22](OCC)([O:26][CH2:27][CH3:28])[O:23][CH2:24][CH3:25])[CH3:20]. Product: [CH2:19]([O:21][Si:22]([O:26][CH2:27][CH3:28])([O:23][CH2:24][CH3:25])[C:2]1[CH:7]=[CH:6][C:5]([I:8])=[CH:4][CH:3]=1)[CH3:20]. The catalyst class is: 28. (3) Reactant: [C:1]([N:8]1[CH:12]=[CH:11][N:10]=[CH:9]1)([N:3]1[CH:7]=[CH:6]N=[CH:4]1)=[O:2].N1C2[C:17](=[CH:18][CH:19]=CC=2)[CH2:16][CH2:15][CH2:14]1. Product: [N:8]1([C:1]([N:3]2[C:4]3[C:18](=[CH:17][CH:16]=[CH:15][CH:14]=3)[CH2:19][CH2:6][CH2:7]2)=[O:2])[CH:12]=[CH:11][N:10]=[CH:9]1. The catalyst class is: 7. (4) Reactant: C([O:5][C:6]([NH:8][CH:9]([CH2:13][C:14]1[CH:19]=[CH:18][C:17]([OH:20])=[CH:16][CH:15]=1)[C:10]([O-:12])=O)=[O:7])(C)(C)C.Br[CH2:22][CH2:23][O:24][Si:25]([C:28]([CH3:31])([CH3:30])[CH3:29])([CH3:27])[CH3:26]. Product: [Si:25]([O:24][CH2:23][CH2:22][O:20][C:17]1[CH:16]=[CH:15][C:14]([C@@H:13]2[O:7][C:6](=[O:5])[NH:8][C@H:9]2[CH2:10][O:12][Si:25]([C:28]([CH3:31])([CH3:30])[CH3:29])([CH3:27])[CH3:26])=[CH:19][CH:18]=1)([C:28]([CH3:31])([CH3:30])[CH3:29])([CH3:27])[CH3:26]. The catalyst class is: 243. (5) Reactant: [F:1][C:2]([F:11])([F:10])[C:3]1[CH:8]=[CH:7][CH:6]=[CH:5][C:4]=1[SH:9].II. Product: [F:11][C:2]([F:1])([F:10])[C:3]1[CH:8]=[CH:7][CH:6]=[CH:5][C:4]=1[S:9][S:9][C:4]1[CH:5]=[CH:6][CH:7]=[CH:8][C:3]=1[C:2]([F:11])([F:10])[F:1]. The catalyst class is: 10. (6) Reactant: [CH3:1][C:2]1[CH:9]=[CH:8][CH:7]=[CH:6][C:3]=1[C:4]#[N:5].[NH2:10][OH:11].O.C(Cl)Cl.CO. Product: [OH:11][N:10]=[C:4]([NH2:5])[C:3]1[CH:6]=[CH:7][CH:8]=[CH:9][C:2]=1[CH3:1]. The catalyst class is: 14. (7) Reactant: [Li+].CC([N-]C(C)C)C.[C:9](#[N:11])[CH3:10].[CH:12]1([CH2:15][O:16][C:17]2[CH:18]=[C:19]([CH2:23][CH2:24][C:25](OC)=O)[CH:20]=[CH:21][CH:22]=2)[CH2:14][CH2:13]1.[NH2:29][NH2:30]. Product: [CH:12]1([CH2:15][O:16][C:17]2[CH:18]=[C:19]([CH2:23][CH2:24][C:25]3[NH:30][N:29]=[C:9]([NH2:11])[CH:10]=3)[CH:20]=[CH:21][CH:22]=2)[CH2:13][CH2:14]1. The catalyst class is: 1. (8) Reactant: C1COCC1.Cl[C:7]1[C:8]2[CH:21]=[C:20]([CH3:22])[S:19][C:9]=2[N:10]=[C:11]([CH2:13][CH2:14][C:15]([F:18])([F:17])[F:16])[N:12]=1.[CH3:23][SH:24].[Na]. Product: [CH3:22][C:20]1[S:19][C:9]2[N:10]=[C:11]([CH2:13][CH2:14][C:15]([F:18])([F:17])[F:16])[N:12]=[C:7]([S:24][CH3:23])[C:8]=2[CH:21]=1. The catalyst class is: 6.